From a dataset of Reaction yield outcomes from USPTO patents with 853,638 reactions. Predict the reaction yield, written as a fraction of the theoretical maximum amount of product (1.0 means a 100% yield; for example, 0.34 means a 34% yield). (1) The reactants are [NH2:1][C:2]1[C:10]([Cl:11])=[C:9]([O:12][CH3:13])[CH:8]=[CH:7][C:3]=1[C:4]([OH:6])=[O:5].[C:14]([O-])([O-])=O.[K+].[K+].CI.C(O)(=O)CC(CC(O)=O)(C(O)=O)O. The catalyst is CN(C=O)C. The product is [CH3:14][O:5][C:4](=[O:6])[C:3]1[CH:7]=[CH:8][C:9]([O:12][CH3:13])=[C:10]([Cl:11])[C:2]=1[NH2:1]. The yield is 0.500. (2) The reactants are C[N:2]([C:19]1[CH:20]=[N:21][CH:22]=[CH:23][C:24]=1N1CCCCC1C)[C:3](=O)C1C=C(C(F)(F)F)C=C(C(F)(F)F)C=1.[F:32][C:33]1[C:34](B2OC(C)(C)C(C)(C)O2)=[N:35][CH:36]=[CH:37][CH:38]=1.C(=O)([O-])[O-].[Cs+].[Cs+]. The catalyst is CN(C=O)C.CC([O-])=O.CC([O-])=O.[Pd+2].C1C=CC(P(C2C=CC=CC=2)[C-]2C=CC=C2)=CC=1.C1C=CC(P(C2C=CC=CC=2)[C-]2C=CC=C2)=CC=1.[Fe+2].Cl[Cu]. The product is [F:32][C:33]1[C:34]([C:24]2[CH:23]=[CH:22][N:21]=[CH:20][C:19]=2[NH:2][CH3:3])=[N:35][CH:36]=[CH:37][CH:38]=1. The yield is 0.920. (3) No catalyst specified. The reactants are C(O[C:4](=[O:12])[C:5]1[CH:10]=[CH:9][N:8]=[CH:7][C:6]=1[OH:11])C.[NH:13]1[CH2:18][CH2:17][O:16][CH2:15][CH2:14]1. The yield is 0.790. The product is [OH:11][C:6]1[CH:7]=[N:8][CH:9]=[CH:10][C:5]=1[C:4]([N:13]1[CH2:18][CH2:17][O:16][CH2:15][CH2:14]1)=[O:12]. (4) The reactants are [BH4-].[Li+].[O:3]=[C:4]1[C:13]([CH:14]2[CH2:19][CH2:18][N:17]([C:20]([O:22][C@@H:23]([C:43]3[O:47][N:46]=[C:45]([C:48](OCC)=[O:49])[N:44]=3)[CH2:24][C:25]3[CH:33]=[C:32]([CH3:34])[C:31]4[C:27](=[CH:28][N:29]([CH2:35][O:36][CH2:37][CH2:38][Si:39]([CH3:42])([CH3:41])[CH3:40])[N:30]=4)[CH:26]=3)=[O:21])[CH2:16][CH2:15]2)=[CH:12][C:11]2[C:6](=[CH:7][CH:8]=[CH:9][CH:10]=2)[NH:5]1. The catalyst is C(O)C. The product is [O:3]=[C:4]1[C:13]([CH:14]2[CH2:15][CH2:16][N:17]([C:20]([O:22][C@@H:23]([C:43]3[O:47][NH:46][CH:45]([CH2:48][OH:49])[N:44]=3)[CH2:24][C:25]3[CH:33]=[C:32]([CH3:34])[C:31]4[C:27](=[CH:28][N:29]([CH2:35][O:36][CH2:37][CH2:38][Si:39]([CH3:40])([CH3:42])[CH3:41])[N:30]=4)[CH:26]=3)=[O:21])[CH2:18][CH2:19]2)=[CH:12][C:11]2[C:6](=[CH:7][CH:8]=[CH:9][CH:10]=2)[NH:5]1. The yield is 0.940. (5) The product is [NH2:41][C:42]1([C:46]2[CH:47]=[CH:48][C:49]([C:52]3[C:53]([C:70]4[CH:75]=[CH:74][CH:73]=[CH:72][CH:71]=4)=[CH:54][C:55]4[N:60]([CH2:61][C:62]5[CH:67]=[CH:66][CH:65]=[CH:64][N:63]=5)[C:59](=[O:68])[CH2:58][O:57][C:56]=4[N:69]=3)=[CH:50][CH:51]=2)[CH2:45][CH2:44][CH2:43]1. The yield is 0.870. The reactants are N1C=CN=C1CN1C(=O)COC2N=C(C3C=CC(C4(N)CCC4)=CC=3)C(C3C=CC=CC=3)=CC1=2.C(OC(=O)[NH:41][C:42]1([C:46]2[CH:51]=[CH:50][C:49]([C:52]3[C:53]([C:70]4[CH:75]=[CH:74][CH:73]=[CH:72][CH:71]=4)=[CH:54][C:55]4[N:60]([CH2:61][C:62]5[CH:67]=[CH:66][CH:65]=[CH:64][N:63]=5)[C:59](=[O:68])[CH2:58][O:57][C:56]=4[N:69]=3)=[CH:48][CH:47]=2)[CH2:45][CH2:44][CH2:43]1)(C)(C)C. No catalyst specified. (6) The reactants are [Cl:1][C:2]1[CH:3]=[C:4]([C:8]2[N:9]=[CH:10][C:11]3[CH2:12][CH2:13][CH2:14][C:15]4([C:21](=[O:22])[N:20]([CH3:23])[C:19](=S)[NH:18]4)[C:16]=3[CH:17]=2)[CH:5]=[CH:6][CH:7]=1.C(OO)(C)(C)C.O.[NH3:32]. The catalyst is CO. The product is [NH2:32][C:19]1[N:20]([CH3:23])[C:21](=[O:22])[C:15]2([N:18]=1)[CH2:14][CH2:13][CH2:12][C:11]1[CH:10]=[N:9][C:8]([C:4]3[CH:5]=[CH:6][CH:7]=[C:2]([Cl:1])[CH:3]=3)=[CH:17][C:16]2=1. The yield is 0.140.